This data is from Full USPTO retrosynthesis dataset with 1.9M reactions from patents (1976-2016). The task is: Predict the reactants needed to synthesize the given product. (1) Given the product [Cl:1][C:2]1[CH:7]=[CH:6][C:5]([NH:8][C:9]([NH:21][C:20]2[CH:22]=[CH:23][C:17]([O:16][CH3:15])=[CH:18][CH:19]=2)=[O:10])=[CH:4][C:3]=1[C:11]([F:12])([F:13])[F:14], predict the reactants needed to synthesize it. The reactants are: [Cl:1][C:2]1[CH:7]=[CH:6][C:5]([N:8]=[C:9]=[O:10])=[CH:4][C:3]=1[C:11]([F:14])([F:13])[F:12].[CH3:15][O:16][C:17]1[CH:23]=[CH:22][C:20]([NH2:21])=[CH:19][CH:18]=1. (2) Given the product [CH3:1][O:2][C:3]1[CH:12]=[CH:11][CH:10]=[C:9]2[C:4]=1[CH2:5][CH2:6][CH:7]([NH:17][CH2:16][CH2:15][CH3:14])[CH2:8]2, predict the reactants needed to synthesize it. The reactants are: [CH3:1][O:2][C:3]1[CH:12]=[CH:11][CH:10]=[C:9]2[C:4]=1[CH2:5][CH2:6][C:7](=O)[CH2:8]2.[CH3:14][CH2:15][CH2:16][NH2:17]. (3) The reactants are: [CH2:1]([C:3]1[C:4]([CH2:24][CH:25]=O)=[CH:5][C:6]([O:22][CH3:23])=[C:7]([C:9]2[N:14]=[C:13]([NH:15][C:16](=[O:21])[C:17]([CH3:20])([CH3:19])[CH3:18])[CH:12]=[CH:11][CH:10]=2)[CH:8]=1)[CH3:2].Cl.[CH3:28][NH:29][CH3:30].C(O[BH-](OC(=O)C)OC(=O)C)(=O)C.[Na+].C(O)(=O)C. Given the product [CH3:28][N:29]([CH3:30])[CH2:25][CH2:24][C:4]1[C:3]([CH2:1][CH3:2])=[CH:8][C:7]([C:9]2[N:14]=[C:13]([NH:15][C:16](=[O:21])[C:17]([CH3:19])([CH3:18])[CH3:20])[CH:12]=[CH:11][CH:10]=2)=[C:6]([O:22][CH3:23])[CH:5]=1, predict the reactants needed to synthesize it. (4) Given the product [CH3:16][C:13]1([CH3:17])[N:12]([CH2:24][C:23]2[CH:26]=[CH:27][CH:28]=[C:21]([N+:18]([O-:20])=[O:19])[CH:22]=2)[N:11]([CH:2]2[CH:3]3[CH2:4][CH:5]4[CH2:6][CH:7]([CH2:8][CH:1]2[CH2:10]4)[CH2:9]3)[C:14]1=[O:15], predict the reactants needed to synthesize it. The reactants are: [CH:1]12[CH2:10][CH:5]3[CH2:6][CH:7]([CH2:9][CH:3]([CH2:4]3)[CH:2]1[N:11]1[C:14](=[O:15])[C:13]([CH3:17])([CH3:16])[NH:12]1)[CH2:8]2.[N+:18]([C:21]1[CH:22]=[C:23]([CH:26]=[CH:27][CH:28]=1)[CH2:24]Br)([O-:20])=[O:19].